From a dataset of Full USPTO retrosynthesis dataset with 1.9M reactions from patents (1976-2016). Predict the reactants needed to synthesize the given product. (1) Given the product [N+:15]([C:12]1[CH:13]=[CH:14][C:9]([O:8][C:6]2[N:5]=[CH:4][N:3]=[C:2]([NH:19][C:18](=[O:25])[O:20][C:21]([CH3:24])([CH3:23])[CH3:22])[CH:7]=2)=[CH:10][CH:11]=1)([O-:17])=[O:16], predict the reactants needed to synthesize it. The reactants are: Cl[C:2]1[CH:7]=[C:6]([O:8][C:9]2[CH:14]=[CH:13][C:12]([N+:15]([O-:17])=[O:16])=[CH:11][CH:10]=2)[N:5]=[CH:4][N:3]=1.[C:18](=[O:25])([O:20][C:21]([CH3:24])([CH3:23])[CH3:22])[NH2:19].C(=O)([O-])[O-].[Cs+].[Cs+].CC1(C)C2C(=C(P(C3C=CC=CC=3)C3C=CC=CC=3)C=CC=2)OC2C(P(C3C=CC=CC=3)C3C=CC=CC=3)=CC=CC1=2. (2) Given the product [C:18]1([CH:7]([NH:8][C:9]([N:41]2[CH2:40][CH2:39][N:38]([C:30]3[N:29]=[C:28]([NH:27][CH2:24][CH2:25][CH3:26])[N:33]=[C:32]([NH:34][CH2:35][CH2:36][CH3:37])[N:31]=3)[CH2:43][CH2:42]2)=[O:11])[C:1]2[CH:2]=[CH:3][CH:4]=[CH:5][CH:6]=2)[CH:19]=[CH:20][CH:21]=[CH:22][CH:23]=1, predict the reactants needed to synthesize it. The reactants are: [C:1]1([CH:7]([C:18]2[CH:23]=[CH:22][CH:21]=[CH:20][CH:19]=2)[N:8](C2C=CC=CC=2)[C:9](=[O:11])[O-])[CH:6]=[CH:5][CH:4]=[CH:3][CH:2]=1.[CH2:24]([NH:27][C:28]1[N:33]=[C:32]([NH:34][CH2:35][CH2:36][CH3:37])[N:31]=[C:30]([N:38]2[CH2:43][CH2:42][NH:41][CH2:40][CH2:39]2)[N:29]=1)[CH2:25][CH3:26].C1CCN2C(=NCCC2)CC1. (3) Given the product [CH3:53][O:54][CH2:55][CH2:56][NH:57][CH2:50][C:46]1[CH:47]=[N:48][CH:49]=[C:44]([B:39]2[O:38][C:37]([CH3:52])([CH3:36])[C:41]([CH3:43])([CH3:42])[O:40]2)[CH:45]=1, predict the reactants needed to synthesize it. The reactants are: C1(CNCC2C=C(C3C=C4C(=C(C(N)=O)C=3)NC=C4C3CCN(S(CC)(=O)=O)CC3)C=NC=2)CC1.[CH3:36][C:37]1([CH3:52])[C:41]([CH3:43])([CH3:42])[O:40][B:39]([C:44]2[CH:45]=[C:46]([CH:50]=O)[CH:47]=[N:48][CH:49]=2)[O:38]1.[CH3:53][O:54][CH2:55][CH2:56][NH2:57].[BH3-]C#N.[Na+]. (4) The reactants are: [CH3:1][C:2]1[CH:3]=[C:4]([CH:8]=[CH:9][C:10]=1[C:11]([N:13]1[CH2:17][CH2:16][CH2:15][CH2:14]1)=[O:12])[C:5]([OH:7])=O.CN(C(ON1N=NC2C=CC=CC1=2)=[N+](C)C)C.[B-](F)(F)(F)F.C(N(C(C)C)CC)(C)C.[Cl:49][C:50]1[CH:63]=[CH:62][C:53]2[NH:54][C:55]([C@@H:57]([NH2:61])[CH2:58][O:59][CH3:60])=[N:56][C:52]=2[CH:51]=1.ClCl. Given the product [Cl:49][C:50]1[CH:63]=[CH:62][C:53]2[NH:54][C:55]([C@@H:57]([NH:61][C:5](=[O:7])[C:4]3[CH:8]=[CH:9][C:10]([C:11]([N:13]4[CH2:17][CH2:16][CH2:15][CH2:14]4)=[O:12])=[C:2]([CH3:1])[CH:3]=3)[CH2:58][O:59][CH3:60])=[N:56][C:52]=2[CH:51]=1, predict the reactants needed to synthesize it. (5) Given the product [CH3:9][O:10][CH2:11][CH2:12][N:13]1[CH:5]([C:4]#[C:3][Si:2]([CH3:8])([CH3:7])[CH3:1])[CH:21]([C:20]([OH:31])=[O:26])[C:22]2[C:23](=[CH:27][CH:28]=[CH:29][CH:30]=2)[C:24]1=[O:25], predict the reactants needed to synthesize it. The reactants are: [CH3:1][Si:2]([CH3:8])([CH3:7])[C:3]#[C:4][CH:5]=O.[CH3:9][O:10][CH2:11][CH2:12][NH2:13].S([O-])([O-])(=O)=O.[Mg+2].[C:20]1(=[O:31])[O:26][C:24](=[O:25])[C:23]2=[CH:27][CH:28]=[CH:29][CH:30]=[C:22]2[CH2:21]1. (6) Given the product [CH:31]1([CH2:30][NH:29][C:20]2[CH:21]=[C:22]([C:25]([F:28])([F:26])[F:27])[CH:23]=[CH:24][C:19]=2[C:15]2[N:16]=[CH:17][N:18]=[C:13]([NH:1][C:2]3[CH:10]=[CH:9][CH:8]=[C:7]4[C:3]=3[CH2:4][CH2:5][CH:6]4[OH:11])[CH:14]=2)[CH2:35][CH2:34][CH2:33][CH2:32]1, predict the reactants needed to synthesize it. The reactants are: [NH2:1][C:2]1[CH:10]=[CH:9][CH:8]=[C:7]2[C:3]=1[CH2:4][CH2:5][CH:6]2[OH:11].Cl[C:13]1[N:18]=[CH:17][N:16]=[C:15]([C:19]2[CH:24]=[CH:23][C:22]([C:25]([F:28])([F:27])[F:26])=[CH:21][C:20]=2[NH:29][CH2:30][CH:31]2[CH2:35][CH2:34][CH2:33][CH2:32]2)[CH:14]=1.